From a dataset of Catalyst prediction with 721,799 reactions and 888 catalyst types from USPTO. Predict which catalyst facilitates the given reaction. (1) Reactant: [F:1][C:2]([F:20])([F:19])[C:3]1[C:11]2[CH2:10][CH2:9][CH2:8][CH2:7][C:6]=2[N:5]([CH2:12][CH2:13][CH2:14][C:15]([O:17]C)=[O:16])[N:4]=1.[OH-].[Na+]. Product: [F:20][C:2]([F:1])([F:19])[C:3]1[C:11]2[CH2:10][CH2:9][CH2:8][CH2:7][C:6]=2[N:5]([CH2:12][CH2:13][CH2:14][C:15]([OH:17])=[O:16])[N:4]=1. The catalyst class is: 92. (2) Reactant: [Cl:1][C:2]1[CH:3]=[C:4]([CH:9](O)[CH3:10])[CH:5]=[N:6][C:7]=1[Cl:8].C1(C)C=CC(S(O)(=O)=O)=CC=1.O. Product: [Cl:8][C:7]1[C:2]([Cl:1])=[CH:3][C:4]([CH:9]=[CH2:10])=[CH:5][N:6]=1. The catalyst class is: 159. (3) Reactant: [NH2:1][C:2]1[C:15]2[C:6](=[CH:7][C:8]3[C:9]4[C:14]=2[C:13](=[O:16])[N:12]([CH2:17][CH2:18][N:19]([CH3:21])[CH3:20])[C:11](=[O:22])[C:10]=4[CH:23]=[CH:24][CH:25]=3)[CH:5]=[CH:4][CH:3]=1.[F:26][C:27]([F:39])([F:38])[O:28][C:29]1[CH:34]=[CH:33][C:32]([N:35]=[C:36]=[S:37])=[CH:31][CH:30]=1. Product: [CH3:21][N:19]([CH3:20])[CH2:18][CH2:17][N:12]1[C:11](=[O:22])[C:10]2[CH:23]=[CH:24][CH:25]=[C:8]3[C:9]=2[C:14](=[C:15]2[C:2]([NH:1][C:36]([NH:35][C:32]4[CH:33]=[CH:34][C:29]([O:28][C:27]([F:26])([F:38])[F:39])=[CH:30][CH:31]=4)=[S:37])=[CH:3][CH:4]=[CH:5][C:6]2=[CH:7]3)[C:13]1=[O:16]. The catalyst class is: 10. (4) Reactant: [F:1][C:2]1([F:18])[CH2:7][CH2:6][CH2:5][C@@H:4]([NH:8][C@@H](C2C=CC=CC=2)C)[C@@H:3]1[OH:17]. Product: [NH2:8][C@H:4]1[C@H:3]([OH:17])[C:2]([F:18])([F:1])[CH2:7][CH2:6][CH2:5]1. The catalyst class is: 105.